This data is from Catalyst prediction with 721,799 reactions and 888 catalyst types from USPTO. The task is: Predict which catalyst facilitates the given reaction. (1) Reactant: C1CCN2C(=NCCC2)CC1.[CH:12](=[O:19])[C:13]1[CH:18]=[CH:17][CH:16]=[CH:15][CH:14]=1.[N:20]([C:22]1[CH:27]=[CH:26][CH:25]=[CH:24][CH:23]=1)=[O:21]. Product: [OH:21][N:20]([C:22]1[CH:27]=[CH:26][CH:25]=[CH:24][CH:23]=1)[C:12](=[O:19])[C:13]1[CH:18]=[CH:17][CH:16]=[CH:15][CH:14]=1. The catalyst class is: 4. (2) Product: [CH3:18][O:19][C:20]([C:21]1([C:22]([O:24][C:25]([CH3:28])([CH3:27])[CH3:26])=[O:23])[CH2:15][CH2:14][N:10]([C:9]([O:8][CH2:1][C:2]2[CH:7]=[CH:6][CH:5]=[CH:4][CH:3]=2)=[O:17])[CH2:11][CH2:12]1)=[O:29]. Reactant: [CH2:1]([O:8][C:9](=[O:17])[N:10]([CH2:14][CH2:15]Cl)[CH2:11][CH2:12]Cl)[C:2]1[CH:7]=[CH:6][CH:5]=[CH:4][CH:3]=1.[CH3:18][O:19][C:20](=[O:29])[CH2:21][C:22]([O:24][C:25]([CH3:28])([CH3:27])[CH3:26])=[O:23].C(=O)([O-])[O-].[K+].[K+]. The catalyst class is: 711. (3) Reactant: [CH3:1][C:2]1[C:7](=[O:8])[C:6]([CH3:9])=[C:5]([CH3:10])[C:4](=[O:11])[C:3]=1[CH2:12][C:13]1[CH:14]=[CH:15][C:16]([O:32]C(=O)C)=[C:17]([CH:31]=1)[C:18]([NH:20][C:21]1[CH:26]=[CH:25][C:24]([C:27]([F:30])([F:29])[F:28])=[CH:23][CH:22]=1)=[O:19].C(=O)([O-])O.[Na+]. Product: [CH3:1][C:2]1[C:7](=[O:8])[C:6]([CH3:9])=[C:5]([CH3:10])[C:4](=[O:11])[C:3]=1[CH2:12][C:13]1[CH:14]=[CH:15][C:16]([OH:32])=[C:17]([CH:31]=1)[C:18]([NH:20][C:21]1[CH:22]=[CH:23][C:24]([C:27]([F:30])([F:28])[F:29])=[CH:25][CH:26]=1)=[O:19]. The catalyst class is: 24. (4) Reactant: [NH2:1][C@H:2]([C:7]([O:9][CH3:10])=[O:8])[CH2:3][CH2:4][S:5][CH3:6].C(N(CC)CC)C.[C:18](O[C:18]([O:20][C:21]([CH3:24])([CH3:23])[CH3:22])=[O:19])([O:20][C:21]([CH3:24])([CH3:23])[CH3:22])=[O:19]. Product: [C:21]([O:20][C:18]([NH:1][C@H:2]([C:7]([O:9][CH3:10])=[O:8])[CH2:3][CH2:4][S:5][CH3:6])=[O:19])([CH3:24])([CH3:23])[CH3:22]. The catalyst class is: 2.